From a dataset of Catalyst prediction with 721,799 reactions and 888 catalyst types from USPTO. Predict which catalyst facilitates the given reaction. Reactant: [CH2:1]([O:3][C@H:4]1[CH2:9][CH2:8][C@H:7]([N:10]2C(=O)C3=CC=CC=C3C2=O)[CH2:6][CH2:5]1)[CH3:2].O.NN.C(OCC)C. Product: [CH2:1]([O:3][C@H:4]1[CH2:9][CH2:8][C@H:7]([NH2:10])[CH2:6][CH2:5]1)[CH3:2]. The catalyst class is: 357.